Dataset: NCI-60 drug combinations with 297,098 pairs across 59 cell lines. Task: Regression. Given two drug SMILES strings and cell line genomic features, predict the synergy score measuring deviation from expected non-interaction effect. (1) Drug 1: CCC1(CC2CC(C3=C(CCN(C2)C1)C4=CC=CC=C4N3)(C5=C(C=C6C(=C5)C78CCN9C7C(C=CC9)(C(C(C8N6C)(C(=O)OC)O)OC(=O)C)CC)OC)C(=O)OC)O.OS(=O)(=O)O. Drug 2: C1CNP(=O)(OC1)N(CCCl)CCCl. Cell line: HCT116. Synergy scores: CSS=1.19, Synergy_ZIP=0.128, Synergy_Bliss=-1.20, Synergy_Loewe=1.23, Synergy_HSA=-2.81. (2) Drug 1: C1=C(C(=O)NC(=O)N1)F. Drug 2: CCC1(CC2CC(C3=C(CCN(C2)C1)C4=CC=CC=C4N3)(C5=C(C=C6C(=C5)C78CCN9C7C(C=CC9)(C(C(C8N6C)(C(=O)OC)O)OC(=O)C)CC)OC)C(=O)OC)O.OS(=O)(=O)O. Cell line: NCI-H226. Synergy scores: CSS=33.4, Synergy_ZIP=-0.0648, Synergy_Bliss=1.21, Synergy_Loewe=3.95, Synergy_HSA=4.21. (3) Drug 1: CN(C)C1=NC(=NC(=N1)N(C)C)N(C)C. Drug 2: C1=NC(=NC(=O)N1C2C(C(C(O2)CO)O)O)N. Cell line: EKVX. Synergy scores: CSS=-4.93, Synergy_ZIP=1.41, Synergy_Bliss=-2.43, Synergy_Loewe=-7.17, Synergy_HSA=-4.99.